From a dataset of Reaction yield outcomes from USPTO patents with 853,638 reactions. Predict the reaction yield, written as a fraction of the theoretical maximum amount of product (1.0 means a 100% yield; for example, 0.34 means a 34% yield). (1) The reactants are [C:1]([C:3]1([N:16]2[CH2:21][CH2:20][N:19]([CH:22]3[C:30]4[C:25](=[CH:26][CH:27]=[C:28]([C:31]([F:34])([F:33])[F:32])[CH:29]=4)[CH2:24][CH2:23]3)[C@@H:18]([CH3:35])[CH2:17]2)[CH2:8][CH2:7][N:6]([C:9]([O:11][C:12]([CH3:15])([CH3:14])[CH3:13])=[O:10])[CH2:5][CH2:4]1)#N.C[Mg]Br. The catalyst is C1COCC1.CCOCC. The product is [CH3:1][C:3]1([N:16]2[CH2:21][CH2:20][N:19]([CH:22]3[C:30]4[C:25](=[CH:26][CH:27]=[C:28]([C:31]([F:34])([F:33])[F:32])[CH:29]=4)[CH2:24][CH2:23]3)[C@@H:18]([CH3:35])[CH2:17]2)[CH2:8][CH2:7][N:6]([C:9]([O:11][C:12]([CH3:13])([CH3:14])[CH3:15])=[O:10])[CH2:5][CH2:4]1. The yield is 0.500. (2) The reactants are [Cl:1][C:2]1[CH:7]=[CH:6][CH:5]=[CH:4][C:3]=1[N:8]1[C:12]([C:13](Cl)=[O:14])=[CH:11][C:10]([C:16]([F:19])([F:18])[F:17])=[N:9]1.[Br:20][C:21]1[CH:27]=[CH:26][C:24]([NH2:25])=[CH:23][CH:22]=1.C(N(CC)C(C)C)(C)C. The catalyst is C(Cl)Cl.CN(C)C1C=CN=CC=1. The product is [Br:20][C:21]1[CH:27]=[CH:26][C:24]([NH:25][C:13]([C:12]2[N:8]([C:3]3[CH:4]=[CH:5][CH:6]=[CH:7][C:2]=3[Cl:1])[N:9]=[C:10]([C:16]([F:19])([F:18])[F:17])[CH:11]=2)=[O:14])=[CH:23][CH:22]=1. The yield is 0.120. (3) The reactants are [CH3:12][CH2:11][O:10][C:8](/N=N/[C:8]([O:10][CH2:11][CH3:12])=O)=O.COCCO.C1C=CC(P(C2C=CC=CC=2)C2C=CC=CC=2)=CC=1.[OH:37][N:38]1[C:42](=[O:43])[C:41]2=[CH:44][CH:45]=[CH:46][CH:47]=[C:40]2[C:39]1=[O:48]. The catalyst is C1COCC1. The product is [CH3:8][O:10][CH2:11][CH2:12][O:37][N:38]1[C:42](=[O:43])[C:41]2[C:40](=[CH:47][CH:46]=[CH:45][CH:44]=2)[C:39]1=[O:48]. The yield is 0.550. (4) The reactants are [Li+].[OH-].O.[Cl:4][C:5]1[CH:37]=[CH:36][CH:35]=[C:34]([Cl:38])[C:6]=1[C:7]([NH:9][C@H:10]([C:30]([O:32]C)=[O:31])[CH2:11][C:12]1[CH:17]=[CH:16][C:15]([O:18][CH2:19][C:20]2[CH:29]=[CH:28][C:27]3[CH2:26][CH2:25][CH2:24][NH:23][C:22]=3[N:21]=2)=[CH:14][CH:13]=1)=[O:8]. The product is [Cl:4][C:5]1[CH:37]=[CH:36][CH:35]=[C:34]([Cl:38])[C:6]=1[C:7]([NH:9][C@H:10]([C:30]([OH:32])=[O:31])[CH2:11][C:12]1[CH:13]=[CH:14][C:15]([O:18][CH2:19][C:20]2[CH:29]=[CH:28][C:27]3[CH2:26][CH2:25][CH2:24][NH:23][C:22]=3[N:21]=2)=[CH:16][CH:17]=1)=[O:8]. The yield is 0.580. The catalyst is CC#N. (5) The reactants are C([O:8][C:9]1[CH:10]=[C:11]([C:17]2[N:21]([C:22]3[CH:27]=[CH:26][C:25]([F:28])=[CH:24][CH:23]=3)[N:20]=[CH:19][CH:18]=2)[CH:12]=[CH:13][C:14]=1[O:15][CH3:16])C1C=CC=CC=1. The catalyst is C(O)C. The product is [F:28][C:25]1[CH:24]=[CH:23][C:22]([N:21]2[C:17]([C:11]3[CH:12]=[CH:13][C:14]([O:15][CH3:16])=[C:9]([OH:8])[CH:10]=3)=[CH:18][CH:19]=[N:20]2)=[CH:27][CH:26]=1. The yield is 0.980. (6) The reactants are [CH3:1][C:2]([CH3:8])([C:6]#[CH:7])[C:3]([OH:5])=[O:4].[CH2:9](O)[C:10]1[CH:15]=[CH:14][CH:13]=[CH:12][CH:11]=1.C1CCC(N=C=NC2CCCCC2)CC1. The catalyst is ClCCl. The product is [CH3:1][C:2]([CH3:8])([C:6]#[CH:7])[C:3]([O:5][CH2:9][C:10]1[CH:15]=[CH:14][CH:13]=[CH:12][CH:11]=1)=[O:4]. The yield is 0.590. (7) The reactants are Br[C:2]1[C:7]([F:8])=[CH:6][C:5]([C:9]2[C:18]3[C:13](=[CH:14][C:15]([S:19](OC4C(F)=C(F)C(F)=C(F)C=4F)(=[O:21])=[O:20])=[CH:16][CH:17]=3)[N:12]=[CH:11][N:10]=2)=[C:4]([O:34][CH3:35])[CH:3]=1.[N:36]1[CH:41]=[CH:40][CH:39]=[N:38][C:37]=1[NH2:42].C1(OC)CCCCC1.C[Si]([N-][Si](C)(C)C)(C)C.[Li+].[Cl:61][C:62]1[CH:63]=[C:64](B(O)O)[CH:65]=[CH:66][CH:67]=1.C(=O)([O-])[O-].[K+].[K+]. The catalyst is C1C=CC([P]([Pd]([P](C2C=CC=CC=2)(C2C=CC=CC=2)C2C=CC=CC=2)([P](C2C=CC=CC=2)(C2C=CC=CC=2)C2C=CC=CC=2)[P](C2C=CC=CC=2)(C2C=CC=CC=2)C2C=CC=CC=2)(C2C=CC=CC=2)C2C=CC=CC=2)=CC=1. The product is [Cl:61][C:62]1[CH:67]=[C:66]([C:2]2[CH:3]=[C:4]([O:34][CH3:35])[C:5]([C:9]3[C:18]4[C:13](=[CH:14][C:15]([S:19]([NH:42][C:37]5[N:38]=[CH:39][CH:40]=[CH:41][N:36]=5)(=[O:20])=[O:21])=[CH:16][CH:17]=4)[N:12]=[CH:11][N:10]=3)=[CH:6][C:7]=2[F:8])[CH:65]=[CH:64][CH:63]=1. The yield is 0.500. (8) The product is [CH3:40][C:41]([CH3:64])([CH3:63])[C@H:42]([N:46]1[CH2:50][CH2:49][N:48]([CH2:51][C:52]2[N:56]([CH3:57])[C:55]3[CH:58]=[CH:59][CH:60]=[CH:61][C:54]=3[N:53]=2)[C:47]1=[O:62])[C:43]([NH:1][C@@H:2]([CH2:33][C:34]1[CH:35]=[CH:36][CH:37]=[CH:38][CH:39]=1)[C@@H:3]([OH:32])[CH2:4][C@H:5]([NH:19][C:20]([C@@H:22]([NH:27][C:28](=[O:31])[O:29][CH3:30])[C:23]([CH3:26])([CH3:25])[CH3:24])=[O:21])[CH2:6][C:7]1[CH:12]=[CH:11][C:10]([C:13]2[CH:18]=[CH:17][CH:16]=[CH:15][N:14]=2)=[CH:9][CH:8]=1)=[O:44]. The catalyst is C1COCC1. The yield is 0.500. The reactants are [NH2:1][C@@H:2]([CH2:33][C:34]1[CH:39]=[CH:38][CH:37]=[CH:36][CH:35]=1)[C@@H:3]([OH:32])[CH2:4][C@H:5]([NH:19][C:20]([C@@H:22]([NH:27][C:28](=[O:31])[O:29][CH3:30])[C:23]([CH3:26])([CH3:25])[CH3:24])=[O:21])[CH2:6][C:7]1[CH:12]=[CH:11][C:10]([C:13]2[CH:18]=[CH:17][CH:16]=[CH:15][N:14]=2)=[CH:9][CH:8]=1.[CH3:40][C:41]([CH3:64])([CH3:63])[C@H:42]([N:46]1[CH2:50][CH2:49][N:48]([CH2:51][C:52]2[N:56]([CH3:57])[C:55]3[CH:58]=[CH:59][CH:60]=[CH:61][C:54]=3[N:53]=2)[C:47]1=[O:62])[C:43](O)=[O:44].CCOP(ON1N=NC2C=CC=CC=2C1=O)(OCC)=O.C(N(CC)C(C)C)(C)C.